This data is from Catalyst prediction with 721,799 reactions and 888 catalyst types from USPTO. The task is: Predict which catalyst facilitates the given reaction. (1) Reactant: C([N:3](CC)CC)C.ClC(OCC)=O.[C:14]([CH2:17][N:18]1[C:27]2[C:22](=[CH:23][CH:24]=[CH:25][CH:26]=2)[CH2:21][CH:20]([NH:28][C:29]([C:31]2[NH:35][C:34]3[S:36][C:37]([Cl:39])=[CH:38][C:33]=3[CH:32]=2)=[O:30])[C:19]1=[O:40])([OH:16])=O.N. Product: [Cl:39][C:37]1[S:36][C:34]2[NH:35][C:31]([C:29]([NH:28][CH:20]3[CH2:21][C:22]4[C:27](=[CH:26][CH:25]=[CH:24][CH:23]=4)[N:18]([CH2:17][C:14](=[O:16])[NH2:3])[C:19]3=[O:40])=[O:30])=[CH:32][C:33]=2[CH:38]=1. The catalyst class is: 387. (2) Reactant: [CH3:1][N:2]([CH2:4][C:5]1[C:13]2[O:12][N:11]=[C:10]([CH2:14][CH2:15][CH:16]3[CH2:21][CH2:20][NH:19][CH2:18][CH2:17]3)[C:9]=2[CH:8]=[CH:7][C:6]=1[C:22]1[CH2:23][CH2:24][O:25][CH2:26][CH:27]=1)[CH3:3].[CH:28]([C:30]1[S:34][C:33]([C:35]#[N:36])=[CH:32][CH:31]=1)=O.C(O[BH-](OC(=O)C)OC(=O)C)(=O)C.[Na+].C(=O)(O)[O-].[Na+]. Product: [O:25]1[CH2:24][CH:23]=[C:22]([C:6]2[CH:7]=[CH:8][C:9]3[C:10]([CH2:14][CH2:15][CH:16]4[CH2:17][CH2:18][N:19]([CH2:28][C:30]5[S:34][C:33]([C:35]#[N:36])=[CH:32][CH:31]=5)[CH2:20][CH2:21]4)=[N:11][O:12][C:13]=3[C:5]=2[CH2:4][N:2]([CH3:3])[CH3:1])[CH2:27][CH2:26]1. The catalyst class is: 4. (3) Product: [CH2:15]([C:11]1[CH:3]=[CH:2][C:14]([O:35][CH3:36])=[CH:13][CH:12]=1)[CH2:28][CH2:29][CH2:30][CH2:31][CH3:34]. The catalyst class is: 318. Reactant: C[C:2]1[CH:14]=[CH:13][CH:12]=[C:11]([CH3:15])[C:3]=1NCCCCCC.B(O)O.P([O-])([O-])([O-])=O.[K+].[K+].[K+].Cl[C:28]1C=C[C:31]([CH3:34])=[CH:30][CH:29]=1.[O:35]1CCOC[CH2:36]1. (4) Reactant: [OH:1][C:2]1[CH:7]=[CH:6][C:5]([CH3:8])=[CH:4][C:3]=1[N:9]1[N:13]=[C:12]2[CH:14]=[CH:15][C:16]([O:18][C:19]([CH2:22][C:23]([CH3:26])([CH3:25])[CH3:24])([CH3:21])[CH3:20])=[CH:17][C:11]2=[N:10]1.N(C(C)(C)C#N)=NC(C)(C)C#N.[Br:39]Br. Product: [OH:1][C:2]1[CH:7]=[CH:6][C:5]([CH2:8][Br:39])=[CH:4][C:3]=1[N:9]1[N:13]=[C:12]2[CH:14]=[CH:15][C:16]([O:18][C:19]([CH2:22][C:23]([CH3:26])([CH3:25])[CH3:24])([CH3:21])[CH3:20])=[CH:17][C:11]2=[N:10]1. The catalyst class is: 53. (5) Reactant: Cl[C:2]1[N:3]=[C:4]([OH:13])[C:5]2[CH:11]=[C:10]([Cl:12])[CH:9]=[N:8][C:6]=2[N:7]=1.[CH3:14][N:15]1[CH2:20][CH2:19][NH:18][CH2:17][CH2:16]1. Product: [Cl:12][C:10]1[CH:9]=[N:8][C:6]2[N:7]=[C:2]([N:18]3[CH2:19][CH2:20][N:15]([CH3:14])[CH2:16][CH2:17]3)[NH:3][C:4](=[O:13])[C:5]=2[CH:11]=1. The catalyst class is: 14. (6) Reactant: [CH3:1][C:2]1[O:6][C:5]([CH2:7][NH:8][C:9]2[CH:18]=[CH:17][C:16]3[C:15]([NH2:19])=[CH:14][CH:13]=[CH:12][C:11]=3[N:10]=2)=[CH:4][CH:3]=1.[CH:20]1([S:23](Cl)(=[O:25])=[O:24])[CH2:22][CH2:21]1. Product: [CH3:1][C:2]1[O:6][C:5]([CH2:7][NH:8][C:9]2[CH:18]=[CH:17][C:16]3[C:11](=[CH:12][CH:13]=[CH:14][C:15]=3[NH:19][S:23]([CH:20]3[CH2:22][CH2:21]3)(=[O:25])=[O:24])[N:10]=2)=[CH:4][CH:3]=1. The catalyst class is: 17. (7) Product: [CH3:1][O:2][C:3]1[CH:4]=[CH:5][C:6]2[O:11][C:10]([C:12]3[CH:17]=[CH:16][CH:15]=[CH:14][CH:13]=3)=[C:9]([CH2:18][NH:19][C:21](=[O:23])[CH3:22])[O:8][C:7]=2[CH:20]=1. Reactant: [CH3:1][O:2][C:3]1[CH:4]=[CH:5][C:6]2[O:11][C:10]([C:12]3[CH:17]=[CH:16][CH:15]=[CH:14][CH:13]=3)=[C:9]([CH2:18][NH2:19])[O:8][C:7]=2[CH:20]=1.[C:21](OC(=O)C)(=[O:23])[CH3:22].Cl. The catalyst class is: 529. (8) The catalyst class is: 11. Reactant: [CH2:1]([O:8][C:9]1[CH:17]=[CH:16][C:12]([C:13]([O-])=[O:14])=[CH:11][C:10]=1[CH:18]([C:28]1[CH:33]=[CH:32][CH:31]=[CH:30][CH:29]=1)[CH2:19][CH2:20][N:21]([CH:25]([CH3:27])[CH3:26])[CH:22]([CH3:24])[CH3:23])[C:2]1[CH:7]=[CH:6][CH:5]=[CH:4][CH:3]=1.COCCO[AlH2-]OCCOC.[Na+].CO.O. Product: [CH2:1]([O:8][C:9]1[CH:17]=[CH:16][C:12]([CH2:13][OH:14])=[CH:11][C:10]=1[C@@H:18]([C:28]1[CH:29]=[CH:30][CH:31]=[CH:32][CH:33]=1)[CH2:19][CH2:20][N:21]([CH:22]([CH3:23])[CH3:24])[CH:25]([CH3:26])[CH3:27])[C:2]1[CH:3]=[CH:4][CH:5]=[CH:6][CH:7]=1.